This data is from Peptide-MHC class I binding affinity with 185,985 pairs from IEDB/IMGT. The task is: Regression. Given a peptide amino acid sequence and an MHC pseudo amino acid sequence, predict their binding affinity value. This is MHC class I binding data. The peptide sequence is SQVRVPTVF. The binding affinity (normalized) is 0.0847. The MHC is HLA-A02:16 with pseudo-sequence HLA-A02:16.